This data is from Peptide-MHC class II binding affinity with 134,281 pairs from IEDB. The task is: Regression. Given a peptide amino acid sequence and an MHC pseudo amino acid sequence, predict their binding affinity value. This is MHC class II binding data. (1) The peptide sequence is EKKYFAATQFHPLAA. The MHC is HLA-DQA10401-DQB10402 with pseudo-sequence HLA-DQA10401-DQB10402. The binding affinity (normalized) is 0.171. (2) The peptide sequence is HGLDVKFHTQAFSAH. The MHC is HLA-DQA10501-DQB10303 with pseudo-sequence HLA-DQA10501-DQB10303. The binding affinity (normalized) is 0.549. (3) The peptide sequence is AGKATTEEQKLIEKI. The MHC is DRB1_1201 with pseudo-sequence DRB1_1201. The binding affinity (normalized) is 0. (4) The peptide sequence is YKLGPSPKARSERPA. The MHC is HLA-DPA10103-DPB10201 with pseudo-sequence HLA-DPA10103-DPB10201. The binding affinity (normalized) is 0.134. (5) The peptide sequence is PDLPYDYGALEPAIS. The MHC is DRB1_1201 with pseudo-sequence DRB1_1201. The binding affinity (normalized) is 0. (6) The peptide sequence is EALIHQLKINPYVLS. The MHC is HLA-DPA10103-DPB10401 with pseudo-sequence HLA-DPA10103-DPB10401. The binding affinity (normalized) is 0.217. (7) The peptide sequence is IGEGKVTLRIRNVRF. The MHC is DRB1_1101 with pseudo-sequence DRB1_1101. The binding affinity (normalized) is 0.555.